This data is from Peptide-MHC class I binding affinity with 185,985 pairs from IEDB/IMGT. The task is: Regression. Given a peptide amino acid sequence and an MHC pseudo amino acid sequence, predict their binding affinity value. This is MHC class I binding data. The peptide sequence is REPTDQKQF. The MHC is HLA-B40:02 with pseudo-sequence HLA-B40:02. The binding affinity (normalized) is 0.192.